From a dataset of Full USPTO retrosynthesis dataset with 1.9M reactions from patents (1976-2016). Predict the reactants needed to synthesize the given product. (1) Given the product [S:16]1[CH:17]=[CH:18][C:14]([CH2:13][CH2:12][C@@H:9]2[CH2:10][S:7][C:6]([NH2:5])=[N:8]2)=[CH:15]1, predict the reactants needed to synthesize it. The reactants are: C([NH:5][C:6]([NH:8][C@H:9]([CH2:12][CH2:13][C:14]1[CH:18]=[CH:17][S:16][CH:15]=1)[CH2:10]O)=[S:7])(C)(C)C.Cl. (2) Given the product [Si:1]([O:8][CH2:9][C:10]1([CH3:38])[S:16][CH2:15][CH2:14][N:13]2[C:17]([C:20]3([C:23]4[CH:24]=[CH:25][C:26]([C:40]5[CH:45]=[CH:44][C:43]([Cl:46])=[CH:42][N:41]=5)=[CH:27][CH:28]=4)[CH2:22][CH2:21]3)=[N:18][N:19]=[C:12]2[CH2:11]1)([C:4]([CH3:6])([CH3:5])[CH3:7])([CH3:3])[CH3:2], predict the reactants needed to synthesize it. The reactants are: [Si:1]([O:8][CH2:9][C:10]1([CH3:38])[S:16][CH2:15][CH2:14][N:13]2[C:17]([C:20]3([C:23]4[CH:28]=[CH:27][C:26](B5OC(C)(C)C(C)(C)O5)=[CH:25][CH:24]=4)[CH2:22][CH2:21]3)=[N:18][N:19]=[C:12]2[CH2:11]1)([C:4]([CH3:7])([CH3:6])[CH3:5])([CH3:3])[CH3:2].Br[C:40]1[CH:45]=[CH:44][C:43]([Cl:46])=[CH:42][N:41]=1.C(=O)([O-])[O-].[K+].[K+].C(=O)([O-])O.[Na+]. (3) Given the product [OH:62][CH2:42][CH2:43][CH2:44][S:47][C:21]1[C:18]2[C:19](=[O:20])[N:14]([CH3:13])[C:15](=[O:39])[N:16]([CH2:35][CH:36]([CH3:37])[CH3:38])[C:17]=2[S:23][C:22]=1[CH2:24][C:25]1[C:34]2[C:29](=[CH:30][CH:31]=[CH:32][CH:33]=2)[CH:28]=[CH:27][CH:26]=1, predict the reactants needed to synthesize it. The reactants are: C([Li])CCC.C(NC(C)C)(C)C.[CH3:13][N:14]1[C:19](=[O:20])[C:18]2[CH:21]=[C:22]([CH2:24][C:25]3[C:34]4[C:29](=[CH:30][CH:31]=[CH:32][CH:33]=4)[CH:28]=[CH:27][CH:26]=3)[S:23][C:17]=2[N:16]([CH2:35][CH:36]([CH3:38])[CH3:37])[C:15]1=[O:39].CC1C=C[C:44]([S:47](OCCCO[Si](C)(C)C(C)(C)C)(=O)=S)=[CH:43][CH:42]=1.[OH2:62].[F-].C([N+](CCCC)(CCCC)CCCC)CCC. (4) Given the product [F:12][C:4]1[CH:5]=[CH:6][C:7]([N+:9]([O-:11])=[O:10])=[CH:8][C:3]=1[CH2:2][N:17]1[CH2:18][CH2:19][N:14]([CH3:13])[CH2:15][CH2:16]1, predict the reactants needed to synthesize it. The reactants are: Br[CH2:2][C:3]1[CH:8]=[C:7]([N+:9]([O-:11])=[O:10])[CH:6]=[CH:5][C:4]=1[F:12].[CH3:13][N:14]1[CH2:19][CH2:18][NH:17][CH2:16][CH2:15]1.CCN(C(C)C)C(C)C. (5) The reactants are: I[C:2]1[CH:15]=[CH:14][C:5]([NH:6][C:7](=[O:13])[O:8][C:9]([CH3:12])([CH3:11])[CH3:10])=[C:4]([CH3:16])[CH:3]=1.C([Li])CCC.[CH3:22][C:23]([C:25]1[CH:30]=[CH:29][C:28]([Cl:31])=[CH:27][CH:26]=1)=[O:24].[Cl-].[NH4+]. Given the product [Cl:31][C:28]1[CH:29]=[CH:30][C:25]([C:23]([C:2]2[CH:15]=[CH:14][C:5]([NH:6][C:7](=[O:13])[O:8][C:9]([CH3:12])([CH3:11])[CH3:10])=[C:4]([CH3:16])[CH:3]=2)([OH:24])[CH3:22])=[CH:26][CH:27]=1, predict the reactants needed to synthesize it. (6) Given the product [Br:1][C:2]1[CH:11]=[C:10]2[C:5]([N:6]=[C:7]([NH:22][CH2:21][CH2:20][CH2:23][OH:24])[C:8]3[N:9]2[CH:12]=[CH:13][N:14]=3)=[CH:4][C:3]=1[C:16]([F:19])([F:18])[F:17], predict the reactants needed to synthesize it. The reactants are: [Br:1][C:2]1[CH:11]=[C:10]2[C:5]([N:6]=[C:7](Cl)[C:8]3[N:9]2[CH:12]=[CH:13][N:14]=3)=[CH:4][C:3]=1[C:16]([F:19])([F:18])[F:17].[CH2:20]([CH2:23][OH:24])[CH2:21][NH2:22].